Dataset: Full USPTO retrosynthesis dataset with 1.9M reactions from patents (1976-2016). Task: Predict the reactants needed to synthesize the given product. (1) Given the product [CH:31]1([CH2:30][O:29][C:22]2[CH:23]=[CH:24][C:25]([O:27][CH3:28])=[CH:26][C:21]=2[C:20]2[CH:19]=[CH:18][N:17]=[C:16]3[C:12]([C:10]([NH:9][C@H:6]4[CH2:7][CH2:8][C@H:3]([NH:2][C:39](=[O:38])[CH2:40][OH:41])[CH2:4][CH2:5]4)=[O:11])=[C:13]([CH3:34])[NH:14][C:15]=23)[CH2:32][CH2:33]1, predict the reactants needed to synthesize it. The reactants are: Cl.[NH2:2][C@H:3]1[CH2:8][CH2:7][C@H:6]([NH:9][C:10]([C:12]2[C:16]3=[N:17][CH:18]=[CH:19][C:20]([C:21]4[CH:26]=[C:25]([O:27][CH3:28])[CH:24]=[CH:23][C:22]=4[O:29][CH2:30][CH:31]4[CH2:33][CH2:32]4)=[C:15]3[NH:14][C:13]=2[CH3:34])=[O:11])[CH2:5][CH2:4]1.C([O:38][CH2:39][C:40](Cl)=[O:41])(=O)C. (2) Given the product [CH3:23][C:4]1[C:3]([CH3:24])=[C:2]([C:31]2[CH:30]=[CH:29][CH:28]=[C:27]([CH3:26])[N:32]=2)[S:6][C:5]=1[C:7]1[N:11]2[N:12]=[C:13]([CH3:21])[CH:14]=[C:15]([CH:16]([CH2:19][CH3:20])[CH2:17][CH3:18])[C:10]2=[N:9][C:8]=1[CH3:22], predict the reactants needed to synthesize it. The reactants are: Br[C:2]1[S:6][C:5]([C:7]2[N:11]3[N:12]=[C:13]([CH3:21])[CH:14]=[C:15]([CH:16]([CH2:19][CH3:20])[CH2:17][CH3:18])[C:10]3=[N:9][C:8]=2[CH3:22])=[C:4]([CH3:23])[C:3]=1[CH3:24].[Br-].[CH3:26][C:27]1[N:32]=[C:31]([Zn+])[CH:30]=[CH:29][CH:28]=1.C1COCC1. (3) Given the product [F:24][C:6]1[CH:5]=[CH:4][C:3]([S:8]([NH:11][C@H:12]([CH2:16][C:17]2[CH:22]=[CH:21][C:20]([OH:23])=[CH:19][CH:18]=2)[C:13]([OH:15])=[O:14])(=[O:10])=[O:9])=[CH:2][CH:7]=1, predict the reactants needed to synthesize it. The reactants are: F[C:2]1[CH:7]=[CH:6][CH:5]=[CH:4][C:3]=1[S:8]([NH:11][C@H:12]([CH2:16][C:17]1[CH:22]=[CH:21][C:20]([OH:23])=[CH:19][CH:18]=1)[C:13]([OH:15])=[O:14])(=[O:10])=[O:9].[F:24]C1C=CC(S(Cl)(=O)=O)=CC=1.